Dataset: Experimentally validated miRNA-target interactions with 360,000+ pairs, plus equal number of negative samples. Task: Binary Classification. Given a miRNA mature sequence and a target amino acid sequence, predict their likelihood of interaction. (1) The miRNA is hsa-miR-6081 with sequence AGGAGCAGUGCCGGCCAAGGCGCC. The protein sequence of the target gene is MHSRGREIVVLLNPWSINEAVSSYCTYFIKQDSKSFGIMVSWKGIYFILTLFWGSFFGSIFMLSPFLPLMFVNPSWYRWINNRLVATWLTLPVALLETMFGVKVIITGDAFVPGERSVIIMNHRTRMDWMFLWNCLMRYSYLRLEKICLKASLKGVPGFGWAMQAAAYIFIHRKWKDDKSHFEDMIDYFCDIHEPLQLLIFPEGTDLTENSKSRSNAFAEKNGLQKYEYVLHPRTTGFTFVVDRLREGKNLDAVHDITVAYPHNIPQSEKHLLQGDFPREIHFHVHRYPIDTLPTSKEDL.... Result: 0 (no interaction). (2) Result: 1 (interaction). The miRNA is mmu-miR-155-5p with sequence UUAAUGCUAAUUGUGAUAGGGGU. The protein sequence of the target gene is MIRDLSKMYPQTRHPAPHQPAQPFKFTISESCDRIKEEFQFLQAQYHSLKLECEKLASEKTEMQRHYVMYYEMSYGLNIEMHKQAEIVKRLNAICAQVIPFLSQEHQQQVVQAVERAKQVTMAELNAIIGQQLQAQHLSHGHGLPVPLTPHPSGLQPPAIPPIGSSAGLLALSSALGGQSHLPIKDEKKHHDNDHQRDRDSIKSSSVSPSASFRGSEKHRNSTDYSSESKKQKTEEKEIAARYDSDGEKSDDNLVVDVSNEDPSSPRGSPAHSPRENGLDKTRLLKKDAPISPASVASSS.... (3) The miRNA is hsa-miR-30b-5p with sequence UGUAAACAUCCUACACUCAGCU. The protein sequence of the target gene is MNRAPLKRSRILHMALTGASDPSAEAEANGEKPFLLRALQIALVVSLYWVTSISMVFLNKYLLDSPSLRLDTPIFVTFYQCLVTTLLCKGLSALAACCPGAVDFPSLRLDLRVARSVLPLSVVFIGMITFNNLCLKYVGVAFYNVGRSLTTVFNVLLSYLLLKQTTSFYALLTCGIIIGGFWLGVDQEGAEGTLSWLGTVFGVLASLCVSLNAIYTTKVLPAVDGSIWRLTFYNNVNACILFLPLLLLLGELQALRDFAQLGSAHFWGMMTLGGLFGFAIGYVTGLQIKFTSPLTHNVSG.... Result: 1 (interaction).